From a dataset of Catalyst prediction with 721,799 reactions and 888 catalyst types from USPTO. Predict which catalyst facilitates the given reaction. (1) Reactant: [Br:1][C:2]1[CH:7]=[CH:6][C:5]([CH2:8][CH2:9]I)=[CH:4][CH:3]=1.C([Mg]Cl)(C)C.[O:16]1[CH:20]=[CH:19][CH:18]=[C:17]1[CH:21]=[O:22].[Cl-].[NH4+]. Product: [Br:1][C:2]1[CH:7]=[CH:6][C:5]([CH2:8][CH3:9])=[C:4]([CH:21]([C:17]2[O:16][CH:20]=[CH:19][CH:18]=2)[OH:22])[CH:3]=1. The catalyst class is: 7. (2) Reactant: C1C=CC(P(C2C=CC=CC=2)C2C=CC=CC=2)=CC=1.[OH:20][C:21]1[CH:22]=[CH:23][CH:24]=[C:25]2[C:30]=1[N:29]=[C:28]([CH3:31])[CH:27]=[CH:26]2.C1C=CC(COC(/N=N/C(OCC2C=CC=CC=2)=O)=O)=CC=1.[NH2:54][C:55]1[CH:64]=[CH:63][C:62]2[C:57](=[C:58]([O:65][CH2:66][CH2:67][CH2:68]O)[CH:59]=[CH:60][CH:61]=2)[N:56]=1. Product: [CH3:31][C:28]1[CH:27]=[CH:26][C:25]2[C:30](=[C:21]([O:20][CH2:68][CH2:67][CH2:66][O:65][C:58]3[CH:59]=[CH:60][CH:61]=[C:62]4[C:57]=3[N:56]=[C:55]([NH2:54])[CH:64]=[CH:63]4)[CH:22]=[CH:23][CH:24]=2)[N:29]=1. The catalyst class is: 1. (3) Reactant: [F:1][C:2]1[C:7]([C:8]2[CH:13]=[CH:12][N:11]=[CH:10][CH:9]=2)=[CH:6][CH:5]=[CH:4][C:3]=1[C:14](=[O:16])[CH3:15].[CH2:17](O)[CH2:18][OH:19].O.C1(C)C=CC(S(O)(=O)=O)=CC=1. Product: [F:1][C:2]1[C:3]([C:14]2([CH3:15])[O:19][CH2:18][CH2:17][O:16]2)=[CH:4][CH:5]=[CH:6][C:7]=1[C:8]1[CH:9]=[CH:10][N:11]=[CH:12][CH:13]=1. The catalyst class is: 11.